This data is from Forward reaction prediction with 1.9M reactions from USPTO patents (1976-2016). The task is: Predict the product of the given reaction. (1) The product is: [OH:17][CH2:16][CH2:15][CH2:14][NH:13][C:10]([C:2]1[NH:1][C:9]2[C:4]([CH:3]=1)=[CH:5][CH:6]=[CH:7][CH:8]=2)=[O:12]. Given the reactants [NH:1]1[C:9]2[C:4](=[CH:5][CH:6]=[CH:7][CH:8]=2)[CH:3]=[C:2]1[C:10]([OH:12])=O.[NH2:13][CH2:14][CH2:15][CH2:16][OH:17], predict the reaction product. (2) Given the reactants [Br:1][C:2]1[CH:15]=[C:14]2[C:5]([O:6][C@@H:7]3[C@@H:12]([C:13]2=O)[CH2:11][C:10]2([O:20][CH2:19][CH2:18][O:17]2)[CH2:9][CH2:8]3)=[CH:4][CH:3]=1.[CH2:21]1COCC1, predict the reaction product. The product is: [Br:1][C:2]1[CH:15]=[C:14]2[C:5]([O:6][C@@H:7]3[C@@H:12]([C:13]2=[CH2:21])[CH2:11][C:10]2([O:20][CH2:19][CH2:18][O:17]2)[CH2:9][CH2:8]3)=[CH:4][CH:3]=1. (3) Given the reactants [NH2:1][C:2]1[C:11]2[C:6](=[CH:7][CH:8]=[CH:9][CH:10]=2)[CH:5]=[CH:4][C:3]=1[NH:12][C:13]1[CH:18]=[CH:17][C:16]([C:19]2[O:20][C:21]([CH3:24])=[N:22][N:23]=2)=[CH:15][CH:14]=1.[C:25](Cl)(=[O:29])[C:26](Cl)=[O:27], predict the reaction product. The product is: [CH3:24][C:21]1[O:20][C:19]([C:16]2[CH:15]=[CH:14][C:13]([N:12]3[C:3]4[CH:4]=[CH:5][C:6]5[CH:7]=[CH:8][CH:9]=[CH:10][C:11]=5[C:2]=4[NH:1][C:26](=[O:27])[C:25]3=[O:29])=[CH:18][CH:17]=2)=[N:23][N:22]=1. (4) Given the reactants C1([NH2+]C2CCCCC2)CCCCC1.[CH2:14]([C@H:18]1[O:20][C@@H:19]1[C:21]([O-:23])=O)[CH2:15][CH2:16][CH3:17].C(Cl)(=O)C(C)(C)C.[NH2:31][C@H:32]1[CH2:37][CH2:36][CH2:35][CH2:34][C@@H:33]1[OH:38], predict the reaction product. The product is: [OH:38][C@H:33]1[CH2:34][CH2:35][CH2:36][CH2:37][C@@H:32]1[NH:31][C:21]([C@@H:19]1[C@@H:18]([CH2:14][CH2:15][CH2:16][CH3:17])[O:20]1)=[O:23].